From a dataset of Forward reaction prediction with 1.9M reactions from USPTO patents (1976-2016). Predict the product of the given reaction. (1) Given the reactants Br[C:2]1[C:3]([CH2:18][O:19][Si:20]([C:23]([CH3:26])([CH3:25])[CH3:24])([CH3:22])[CH3:21])=[C:4]2[C:8](=[CH:9][CH:10]=1)[N:7]([C:11]([O:13][C:14]([CH3:17])([CH3:16])[CH3:15])=[O:12])[CH2:6][CH2:5]2.C([O-])([O-])=O.[K+].[K+].[CH3:33][N:34]1[CH:38]=[C:37](B2OC(C)(C)C(C)(C)O2)[CH:36]=[N:35]1, predict the reaction product. The product is: [Si:20]([O:19][CH2:18][C:3]1[C:2]([C:37]2[CH:36]=[N:35][N:34]([CH3:33])[CH:38]=2)=[CH:10][CH:9]=[C:8]2[C:4]=1[CH2:5][CH2:6][N:7]2[C:11]([O:13][C:14]([CH3:17])([CH3:16])[CH3:15])=[O:12])([C:23]([CH3:26])([CH3:25])[CH3:24])([CH3:22])[CH3:21]. (2) Given the reactants Cl[CH2:2][CH2:3][CH2:4][O:5][C:6]1[CH:11]=[CH:10][C:9]([N:12]2[CH2:17][CH2:16][N:15]([C:18]([C:20]3[CH:25]=[CH:24][CH:23]=[CH:22][CH:21]=3)=[O:19])[CH2:14][CH2:13]2)=[CH:8][CH:7]=1.[NH:26]1[CH2:30][CH2:29][CH2:28][CH2:27]1, predict the reaction product. The product is: [C:20]1([C:18]([N:15]2[CH2:16][CH2:17][N:12]([C:9]3[CH:10]=[CH:11][C:6]([O:5][CH2:4][CH2:3][CH2:2][N:26]4[CH2:30][CH2:29][CH2:28][CH2:27]4)=[CH:7][CH:8]=3)[CH2:13][CH2:14]2)=[O:19])[CH:25]=[CH:24][CH:23]=[CH:22][CH:21]=1. (3) The product is: [Cl:1][C:2]1[CH:3]=[C:4]([C:10]2[CH:14]=[CH:13][N:12]([CH2:15][C@@H:16]([NH:18][C:19]([C:21]3[N:22]=[C:23]([CH3:26])[N:24]([CH2:29][CH:28]([F:31])[F:27])[CH:25]=3)=[O:20])[CH3:17])[N:11]=2)[CH:5]=[CH:6][C:7]=1[C:8]#[N:9]. Given the reactants [Cl:1][C:2]1[CH:3]=[C:4]([C:10]2[CH:14]=[CH:13][N:12]([CH2:15][C@@H:16]([NH:18][C:19]([C:21]3[N:22]=[C:23]([CH3:26])[NH:24][CH:25]=3)=[O:20])[CH3:17])[N:11]=2)[CH:5]=[CH:6][C:7]=1[C:8]#[N:9].[F:27][CH:28]([F:31])[CH2:29]I.C(=O)([O-])[O-].[Cs+].[Cs+].C1COCC1, predict the reaction product. (4) Given the reactants [Br:1][C:2]1[C:3]([N:12]2[CH2:17][CH2:16][N:15]([CH2:18][C:19]3[CH:24]=[CH:23][C:22]([Cl:25])=[CH:21][CH:20]=3)[CH2:14][CH2:13]2)=[C:4]([N+:9]([O-])=O)[C:5]([NH2:8])=[N:6][CH:7]=1.CCO.[N:29]1([CH2:35][C:36]2[CH:43]=[CH:42][C:39]([CH:40]=O)=[CH:38][CH:37]=2)[CH2:34][CH2:33][O:32][CH2:31][CH2:30]1.[O-]S(S([O-])=O)=O.[Na+].[Na+], predict the reaction product. The product is: [Br:1][C:2]1[C:3]([N:12]2[CH2:17][CH2:16][N:15]([CH2:18][C:19]3[CH:24]=[CH:23][C:22]([Cl:25])=[CH:21][CH:20]=3)[CH2:14][CH2:13]2)=[C:4]2[N:9]=[C:40]([C:39]3[CH:38]=[CH:37][C:36]([CH2:35][N:29]4[CH2:34][CH2:33][O:32][CH2:31][CH2:30]4)=[CH:43][CH:42]=3)[NH:8][C:5]2=[N:6][CH:7]=1. (5) Given the reactants [S:1]([Li])[Li:2].[P:4]12([S:16][P:14]3([S:17][P:7]([S:9][P:10]([S:13]3)([S:12]1)=[S:11])(=[S:8])[S:6]2)=[S:15])=[S:5].[O:18]=[P:19]12[O:30][P:28]3([O:31][P:21]([O:23][P:24]([O:27]3)([O:26]1)=[O:25])(=[O:22])[O:20]2)=[O:29], predict the reaction product. The product is: [S-2:1].[Li+:2].[Li+:2].[P:4]12([S:6][P:7]3([S:9][P:10]([S:13][P:14]([S:17]3)([S:16]1)=[S:15])(=[S:11])[S:12]2)=[S:8])=[S:5].[O:22]=[P:21]12[O:20][P:19]3([O:26][P:24]([O:27][P:28]([O:30]3)([O:31]1)=[O:29])(=[O:25])[O:23]2)=[O:18].